This data is from Catalyst prediction with 721,799 reactions and 888 catalyst types from USPTO. The task is: Predict which catalyst facilitates the given reaction. (1) Reactant: [H-].[H-].[H-].[H-].[Li+].[Al+3].[CH2:7]([C:9]([C:14]1[C:18]2[CH:19]=[CH:20][CH:21]=[CH:22][C:17]=2[O:16][CH:15]=1)(C)[C:10]([O-])=[O:11])C. Product: [O:16]1[C:17]2[CH:22]=[CH:21][CH:20]=[CH:19][C:18]=2[C:14]([CH:9]([CH3:7])[CH2:10][OH:11])=[CH:15]1. The catalyst class is: 1. (2) Reactant: [F:1][C:2]1[CH:3]=[C:4](I)[C:5]([C:8]([O:10][CH3:11])=[O:9])=[N:6][CH:7]=1.[O:13]1[CH2:16][CH2:15][CH:14]1[CH2:17][NH2:18].CC1(C)C2C(=C(P(C3C=CC=CC=3)C3C=CC=CC=3)C=CC=2)OC2C(P(C3C=CC=CC=3)C3C=CC=CC=3)=CC=CC1=2.C([O-])([O-])=O.[Cs+].[Cs+]. Product: [F:1][C:2]1[CH:3]=[C:4]([NH:18][CH2:17][CH:14]2[CH2:15][CH2:16][O:13]2)[C:5]([C:8]([O:10][CH3:11])=[O:9])=[N:6][CH:7]=1. The catalyst class is: 148. (3) Reactant: [CH:1]([Si:4]([CH:13]([CH3:15])[CH3:14])([CH:10]([CH3:12])[CH3:11])[C:5]1[O:6][CH:7]=[CH:8][N:9]=1)([CH3:3])[CH3:2].[Li]CCCC.CN([CH:24]=[O:25])C.[BH4-].[Na+]. Product: [CH:13]([Si:4]([CH:1]([CH3:3])[CH3:2])([CH:10]([CH3:12])[CH3:11])[C:5]1[O:6][C:7]([CH2:24][OH:25])=[CH:8][N:9]=1)([CH3:15])[CH3:14]. The catalyst class is: 1. (4) Reactant: C(O)C.C(O[Na])C.[O:8]=[CH:9][C:10]1[CH:18]=[CH:17][C:15]([OH:16])=[C:12]([O:13][CH3:14])[CH:11]=1.Br[C:20]([CH3:27])([CH3:26])[C:21]([O:23][CH2:24][CH3:25])=[O:22]. Product: [CH:9]([C:10]1[CH:18]=[CH:17][C:15]([O:16][C:20]([CH3:27])([CH3:26])[C:21]([O:23][CH2:24][CH3:25])=[O:22])=[C:12]([O:13][CH3:14])[CH:11]=1)=[O:8]. The catalyst class is: 3. (5) Reactant: [Cl:1][C:2]1[CH:7]=[CH:6][C:5]([S:8]([NH:11][C@@H:12]([C:20]2[C:24]([C:25]#[C:26][Si](C)(C)C)=[C:23]([CH3:31])[O:22][N:21]=2)[CH2:13][C:14]2[CH:19]=[CH:18][CH:17]=[CH:16][CH:15]=2)(=[O:10])=[O:9])=[CH:4][CH:3]=1.CCCC[N+](CCCC)(CCCC)CCCC.[F-].[Cl-].N. Product: [Cl:1][C:2]1[CH:7]=[CH:6][C:5]([S:8]([NH:11][C@@H:12]([C:20]2[C:24]([C:25]#[CH:26])=[C:23]([CH3:31])[O:22][N:21]=2)[CH2:13][C:14]2[CH:19]=[CH:18][CH:17]=[CH:16][CH:15]=2)(=[O:9])=[O:10])=[CH:4][CH:3]=1. The catalyst class is: 1. (6) Reactant: Br[CH:2]([C:14]1[CH:15]=[CH:16][C:17]2[N:18]([C:20]([CH:23]([CH3:25])[CH3:24])=[N:21][N:22]=2)[N:19]=1)[C:3]([C:5]1[CH:10]=[C:9]([F:11])[C:8]([F:12])=[CH:7][C:6]=1[F:13])=O.[NH2:26][C:27]([CH:29]1[CH2:34][CH2:33][N:32]([C:35]([O:37][C:38]([CH3:41])([CH3:40])[CH3:39])=[O:36])[CH2:31][CH2:30]1)=[S:28]. Product: [CH:23]([C:20]1[N:18]2[N:19]=[C:14]([C:2]3[S:28][C:27]([CH:29]4[CH2:34][CH2:33][N:32]([C:35]([O:37][C:38]([CH3:41])([CH3:40])[CH3:39])=[O:36])[CH2:31][CH2:30]4)=[N:26][C:3]=3[C:5]3[CH:10]=[C:9]([F:11])[C:8]([F:12])=[CH:7][C:6]=3[F:13])[CH:15]=[CH:16][C:17]2=[N:22][N:21]=1)([CH3:25])[CH3:24]. The catalyst class is: 3.